Dataset: Peptide-MHC class I binding affinity with 185,985 pairs from IEDB/IMGT. Task: Regression. Given a peptide amino acid sequence and an MHC pseudo amino acid sequence, predict their binding affinity value. This is MHC class I binding data. The peptide sequence is ETYQLWTALV. The MHC is HLA-A68:02 with pseudo-sequence HLA-A68:02. The binding affinity (normalized) is 1.00.